This data is from Full USPTO retrosynthesis dataset with 1.9M reactions from patents (1976-2016). The task is: Predict the reactants needed to synthesize the given product. Given the product [CH3:10][C:9]1([CH3:14])[O:4][C:3]2[CH:5]=[CH:6][CH:7]=[CH:8][C:1]=2[O:2]1, predict the reactants needed to synthesize it. The reactants are: [C:1]1([C:3](=[CH:5][CH:6]=[CH:7][CH:8]=1)[OH:4])[OH:2].[C:9]1(C)[CH:14]=CC(S(O)(=O)=O)=C[CH:10]=1.